From a dataset of Forward reaction prediction with 1.9M reactions from USPTO patents (1976-2016). Predict the product of the given reaction. Given the reactants [CH3:1][S:2](Cl)(=[O:4])=[O:3].[F:6][C:7]([F:22])([F:21])[C:8]1[CH:9]=[C:10]([CH:14]2[CH2:19][CH:18]([OH:20])[CH2:17][CH2:16][O:15]2)[CH:11]=[N:12][CH:13]=1, predict the reaction product. The product is: [CH3:1][S:2]([O:20][CH:18]1[CH2:17][CH2:16][O:15][CH:14]([C:10]2[CH:11]=[N:12][CH:13]=[C:8]([C:7]([F:6])([F:21])[F:22])[CH:9]=2)[CH2:19]1)(=[O:4])=[O:3].